This data is from Full USPTO retrosynthesis dataset with 1.9M reactions from patents (1976-2016). The task is: Predict the reactants needed to synthesize the given product. (1) Given the product [ClH:22].[C:1]([C:5]1[CH:10]=[CH:9][C:8]([C:11]2[N:12]([C:30]([N:47]3[CH2:46][CH2:45][N:44]([CH2:43][C:42]([N:36]4[CH2:37][CH2:38][O:39][CH2:40][CH2:41]4)=[O:50])[CH2:49][CH2:48]3)=[O:31])[C@H:13]([C:23]3[CH:24]=[CH:25][C:26]([Cl:29])=[CH:27][CH:28]=3)[C@H:14]([C:16]3[CH:17]=[CH:18][C:19]([Cl:22])=[CH:20][CH:21]=3)[N:15]=2)=[C:7]([O:33][CH2:34][CH3:35])[CH:6]=1)([CH3:4])([CH3:2])[CH3:3], predict the reactants needed to synthesize it. The reactants are: [C:1]([C:5]1[CH:10]=[CH:9][C:8]([C:11]2[N:12]([C:30](Cl)=[O:31])[C@H:13]([C:23]3[CH:28]=[CH:27][C:26]([Cl:29])=[CH:25][CH:24]=3)[C@H:14]([C:16]3[CH:21]=[CH:20][C:19]([Cl:22])=[CH:18][CH:17]=3)[N:15]=2)=[C:7]([O:33][CH2:34][CH3:35])[CH:6]=1)([CH3:4])([CH3:3])[CH3:2].[N:36]1([C:42](=[O:50])[CH2:43][N:44]2[CH2:49][CH2:48][NH:47][CH2:46][CH2:45]2)[CH2:41][CH2:40][O:39][CH2:38][CH2:37]1. (2) Given the product [Br:24][C:23]1[C:22]([F:25])=[CH:21][CH:20]=[C:15]2[C:14]=1[NH:13][C:19](=[O:26])[N:18]([CH3:1])[C:16]2=[O:17], predict the reactants needed to synthesize it. The reactants are: [C:1](OC(Cl)(Cl)Cl)(OC(Cl)(Cl)Cl)=O.[NH2:13][C:14]1[C:23]([Br:24])=[C:22]([F:25])[CH:21]=[CH:20][C:15]=1[C:16]([NH:18][CH3:19])=[O:17].[OH2:26]. (3) Given the product [OH:7][CH:1]([CH2:2][CH2:3][CH2:4][CH2:5][CH3:6])[CH2:10][CH:9]=[CH2:8], predict the reactants needed to synthesize it. The reactants are: [CH:1](=[O:7])[CH2:2][CH2:3][CH2:4][CH2:5][CH3:6].[CH2:8](Cl)[CH:9]=[CH2:10].[Sn](Cl)Cl.[I-].[Na+].C(O)(=O)C.[Al]. (4) Given the product [C:30]([O:29][C:27]([N:34]1[CH2:39][CH2:38][CH2:37][CH2:36][CH2:35]1)=[O:28])([CH3:33])([CH3:31])[CH3:32], predict the reactants needed to synthesize it. The reactants are: ClC1C=CC=C(Cl)C=1C(N(C)C1C(C(O)=O)=NN(C2CCCCO2)C=1)=O.[C:27]([N:34]1[CH2:39][CH2:38][CH:37](N)[CH2:36][CH2:35]1)([O:29][C:30]([CH3:33])([CH3:32])[CH3:31])=[O:28].